This data is from Catalyst prediction with 721,799 reactions and 888 catalyst types from USPTO. The task is: Predict which catalyst facilitates the given reaction. (1) Reactant: C([O-])(=O)C.[Na+].Br[CH:7](Br)[C:8]([C:10]([F:13])([F:12])[F:11])=[O:9].Cl.[F:16][C:17]1[CH:22]=[C:21]([Cl:23])[C:20]([OH:24])=[CH:19][C:18]=1[NH:25][NH2:26]. Product: [Cl:23][C:21]1[C:20]([OH:24])=[CH:19][C:18]([NH:25][N:26]=[CH:7][C:8](=[O:9])[C:10]([F:13])([F:12])[F:11])=[C:17]([F:16])[CH:22]=1. The catalyst class is: 6. (2) The catalyst class is: 2. Product: [NH:1]1[CH2:5][CH2:4][CH2:3][C@H:2]1[C:6]([O:8][CH2:9][CH2:10][CH2:11][CH:12]=[CH2:13])=[O:7]. Reactant: [N:1]1(C(OC(C)(C)C)=O)[CH2:5][CH2:4][CH2:3][C@H:2]1[C:6]([O:8][CH2:9][CH2:10][CH2:11][CH:12]=[CH2:13])=[O:7].FC(F)(F)C(O)=O. (3) Reactant: [O:1]=[O+][O-].[Cl:4][C:5]1[CH:6]=[C:7]([C:12]2([C:23]([O:25][CH3:26])=[O:24])[CH2:14][CH:13]2/[CH:15]=C/C2C=CC=CC=2)[CH:8]=[CH:9][C:10]=1[Cl:11].C1C=CC(P(C2C=CC=CC=2)C2C=CC=CC=2)=CC=1. Product: [Cl:4][C:5]1[CH:6]=[C:7]([C:12]2([C:23]([O:25][CH3:26])=[O:24])[CH2:14][CH:13]2[CH:15]=[O:1])[CH:8]=[CH:9][C:10]=1[Cl:11]. The catalyst class is: 2. (4) Reactant: C(S[C:4]1[N:5]=[CH:6][C:7]2[CH:13]=[C:12]([C:14]3[CH:19]=[CH:18][CH:17]=[CH:16][CH:15]=3)[C:11]([C:20]3[CH:27]=[CH:26][C:23]([CH:24]=[O:25])=[CH:22][CH:21]=3)=[N:10][C:8]=2[N:9]=1)C.ClC1C=C(C=CC=1)C(OO)=O.[CH3:39][N:40]1[CH2:45][CH2:44][NH:43][CH2:42][CH2:41]1. Product: [CH3:39][N:40]1[CH2:45][CH2:44][N:43]([C:4]2[N:5]=[CH:6][C:7]3[CH:13]=[C:12]([C:14]4[CH:19]=[CH:18][CH:17]=[CH:16][CH:15]=4)[C:11]([C:20]4[CH:27]=[CH:26][C:23]([CH:24]=[O:25])=[CH:22][CH:21]=4)=[N:10][C:8]=3[N:9]=2)[CH2:42][CH2:41]1. The catalyst class is: 135.